This data is from Full USPTO retrosynthesis dataset with 1.9M reactions from patents (1976-2016). The task is: Predict the reactants needed to synthesize the given product. (1) Given the product [C:11]([O:14][C:15](=[O:16])[NH:8][C:5]1[CH:6]=[CH:7][C:2]([Br:1])=[CH:3][C:4]=1[NH:9][C:15]([O:14][C:11]([CH3:13])([CH3:12])[CH3:10])=[O:25])([CH3:13])([CH3:12])[CH3:10], predict the reactants needed to synthesize it. The reactants are: [Br:1][C:2]1[CH:7]=[CH:6][C:5]([NH2:8])=[C:4]([NH2:9])[CH:3]=1.[CH3:10][C:11]([O:14][C:15](O[C:15]([O:14][C:11]([CH3:13])([CH3:12])[CH3:10])=[O:16])=[O:16])([CH3:13])[CH3:12].[OH-:25].[Na+]. (2) Given the product [Br:3][C:4]1[C:5]([O:15][CH3:16])=[C:6]([CH:12]([OH:14])[CH3:13])[CH:7]=[C:8]([Cl:11])[C:9]=1[CH3:10], predict the reactants needed to synthesize it. The reactants are: [BH4-].[Na+].[Br:3][C:4]1[C:5]([O:15][CH3:16])=[C:6]([C:12](=[O:14])[CH3:13])[CH:7]=[C:8]([Cl:11])[C:9]=1[CH3:10]. (3) Given the product [C:38]1([C:28]2[N:29]=[C:30]([C:32]3[CH:33]=[CH:34][CH:35]=[CH:36][CH:37]=3)[N:31]=[C:26]([N:15]3[C:12]4=[CH:13][C:14]5[C:2]([CH3:22])([CH3:1])[C:3]6[C:8]([C:9]=5[CH:10]=[C:11]4[C:21]4[C:16]3=[CH:17][CH:18]=[N:19][CH:20]=4)=[CH:7][CH:6]=[CH:5][CH:4]=6)[N:27]=2)[CH:43]=[CH:42][CH:41]=[CH:40][CH:39]=1, predict the reactants needed to synthesize it. The reactants are: [CH3:1][C:2]1([CH3:22])[C:14]2[CH:13]=[C:12]3[NH:15][C:16]4[C:21]([C:11]3=[CH:10][C:9]=2[C:8]2[C:3]1=[CH:4][CH:5]=[CH:6][CH:7]=2)=[CH:20][N:19]=[CH:18][CH:17]=4.[H-].[Na+].Cl[C:26]1[N:31]=[C:30]([C:32]2[CH:37]=[CH:36][CH:35]=[CH:34][CH:33]=2)[N:29]=[C:28]([C:38]2[CH:43]=[CH:42][CH:41]=[CH:40][CH:39]=2)[N:27]=1. (4) Given the product [Cl:22][C:23]1[N:24]=[CH:25][N:26]=[C:27]([NH:21][C@@H:12]2[C@@H:13]([C:15]3[CH:16]=[CH:17][CH:18]=[CH:19][CH:20]=3)[CH2:14][N:10]([S:7]([C:5]3[N:4]=[CH:3][N:2]([CH3:1])[CH:6]=3)(=[O:9])=[O:8])[CH2:11]2)[CH:28]=1, predict the reactants needed to synthesize it. The reactants are: [CH3:1][N:2]1[CH:6]=[C:5]([S:7]([N:10]2[CH2:14][C@H:13]([C:15]3[CH:20]=[CH:19][CH:18]=[CH:17][CH:16]=3)[C@@H:12]([NH2:21])[CH2:11]2)(=[O:9])=[O:8])[N:4]=[CH:3]1.[Cl:22][C:23]1[CH:28]=[C:27](Cl)[N:26]=[CH:25][N:24]=1.C(N(CC)CC)C. (5) Given the product [C:1]([O:5][C:6](=[O:18])[NH:7][CH2:8][C:9]1[CH:14]=[CH:13][C:12]([F:15])=[C:11]([O:16][C:20]2[CH:25]=[CH:24][C:23]([N+:26]([O-:28])=[O:27])=[CH:22][CH:21]=2)[C:10]=1[F:17])([CH3:4])([CH3:2])[CH3:3], predict the reactants needed to synthesize it. The reactants are: [C:1]([O:5][C:6](=[O:18])[NH:7][CH2:8][C:9]1[CH:14]=[CH:13][C:12]([F:15])=[C:11]([OH:16])[C:10]=1[F:17])([CH3:4])([CH3:3])[CH3:2].F[C:20]1[CH:25]=[CH:24][C:23]([N+:26]([O-:28])=[O:27])=[CH:22][CH:21]=1.C(=O)([O-])[O-].[K+].[K+]. (6) Given the product [Cl:42][C:33]1[N:13]2[C:14]([C:16]3[CH:17]=[N:18][N:19]([C:21]4([CH2:30][C:31]#[N:32])[CH2:24][N:23]([CH2:25][C:26]([F:29])([F:28])[F:27])[CH2:22]4)[CH:20]=3)=[N:15][C:10]([C:8]3[CH:7]=[N:6][N:5]([CH:3]4[CH2:2][O:1][CH2:4]4)[CH:9]=3)=[CH:11][C:12]2=[N:35][CH:34]=1, predict the reactants needed to synthesize it. The reactants are: [O:1]1[CH2:4][CH:3]([N:5]2[CH:9]=[C:8]([C:10]3[N:15]=[C:14]([C:16]4[CH:17]=[N:18][N:19]([C:21]5([CH2:30][C:31]#[N:32])[CH2:24][N:23]([CH2:25][C:26]([F:29])([F:28])[F:27])[CH2:22]5)[CH:20]=4)[N:13]4[CH:33]=[CH:34][N:35]=[C:12]4[CH:11]=3)[CH:7]=[N:6]2)[CH2:2]1.C([O-])(O)=O.[Na+].C(Cl)[Cl:42]. (7) Given the product [F:1][C:2]1[CH:3]=[C:4]([CH2:9][C:10]([O:12][CH3:17])=[O:11])[CH:5]=[C:6]([F:8])[CH:7]=1, predict the reactants needed to synthesize it. The reactants are: [F:1][C:2]1[CH:3]=[C:4]([CH2:9][C:10]([OH:12])=[O:11])[CH:5]=[C:6]([F:8])[CH:7]=1.S(Cl)(Cl)=O.[CH3:17]O.